From a dataset of Full USPTO retrosynthesis dataset with 1.9M reactions from patents (1976-2016). Predict the reactants needed to synthesize the given product. (1) Given the product [Cl:23][C:24]1[CH:34]=[C:33]([C:35]2[CH2:40][CH2:39][C:38](=[O:41])[NH:37][N:36]=2)[CH:32]=[CH:31][C:25]=1[O:26][CH2:27][C:28]([NH:43][CH2:44][CH2:45][NH:46][C:47](=[O:56])[CH2:48][C:49]1[CH:50]=[CH:51][C:52]([OH:55])=[CH:53][CH:54]=1)=[O:30], predict the reactants needed to synthesize it. The reactants are: Cl.CN(C)CCCN=C=NCC.N1C2C(=NC=CC=2)N(O)N=1.[Cl:23][C:24]1[CH:34]=[C:33]([C:35]2[CH2:40][CH2:39][C:38](=[O:41])[NH:37][N:36]=2)[CH:32]=[CH:31][C:25]=1[O:26][CH2:27][C:28]([OH:30])=O.Cl.[NH2:43][CH2:44][CH2:45][NH:46][C:47](=[O:56])[CH2:48][C:49]1[CH:54]=[CH:53][C:52]([OH:55])=[CH:51][CH:50]=1.C(N(CC)CC)C.Cl. (2) Given the product [C:25]([C:24]1[CH:30]=[C:20]([Br:19])[CH:21]=[CH:22][C:23]=1[C:28]([OH:29])=[O:27])(=[O:26])[C:1]1[CH:6]=[CH:5][CH:4]=[CH:3][CH:2]=1, predict the reactants needed to synthesize it. The reactants are: [CH:1]1[CH:6]=[CH:5][CH:4]=[CH:3][CH:2]=1.ClC1C=CC=CC=1Cl.[Cl-].[Al+3].[Cl-].[Cl-].[Br:19][C:20]1[CH:30]=[C:24]2[C:25]([O:27][C:28](=[O:29])[C:23]2=[CH:22][CH:21]=1)=[O:26].